From a dataset of Buchwald-Hartwig C-N cross coupling reaction yields with 55,370 reactions. Predict the reaction yield, written as a fraction of the theoretical maximum amount of product (1.0 means a 100% yield; for example, 0.34 means a 34% yield). (1) The reactants are Ic1ccccn1.Cc1ccc(N)cc1.O=S(=O)(O[Pd]1c2ccccc2-c2ccccc2N~1)C(F)(F)F.CC(C)c1cc(C(C)C)c(-c2ccccc2P(C(C)(C)C)C(C)(C)C)c(C(C)C)c1.CN(C)C(=NC(C)(C)C)N(C)C.c1ccc2oncc2c1. No catalyst specified. The product is Cc1ccc(Nc2ccccn2)cc1. The yield is 0.466. (2) The reactants are Clc1cccnc1.Cc1ccc(N)cc1.O=S(=O)(O[Pd]1c2ccccc2-c2ccccc2N~1)C(F)(F)F.CC(C)c1cc(C(C)C)c(-c2ccccc2P(C2CCCCC2)C2CCCCC2)c(C(C)C)c1.CN(C)C(=NC(C)(C)C)N(C)C.CCOC(=O)c1cc(OC)no1. No catalyst specified. The product is Cc1ccc(Nc2cccnc2)cc1. The yield is 0.0891.